Dataset: Retrosynthesis with 50K atom-mapped reactions and 10 reaction types from USPTO. Task: Predict the reactants needed to synthesize the given product. (1) Given the product CC(C)(Sc1ccc(CN(Cc2ccco2)Cc2nnc(-c3ccccc3)o2)cc1)C(=O)O, predict the reactants needed to synthesize it. The reactants are: CC(C)(C)OC(=O)C(C)(C)Sc1ccc(CN(Cc2ccco2)Cc2nnc(-c3ccccc3)o2)cc1. (2) Given the product CCC(CC)(c1ccc(NC(=O)CCCC(=O)OC)c(C)c1)c1ccc(OS(=O)(=O)C(F)(F)F)c(C)c1, predict the reactants needed to synthesize it. The reactants are: CCC(CC)(c1ccc(N)c(C)c1)c1ccc(OS(=O)(=O)C(F)(F)F)c(C)c1.COC(=O)CCCC(=O)O. (3) Given the product COc1ccc(Cl)cc1-c1cc(Nc2ccc(C#N)cc2)nc(N)n1, predict the reactants needed to synthesize it. The reactants are: COc1ccc(Cl)cc1-c1cc(Cl)nc(N)n1.N#Cc1ccc(N)cc1.